From a dataset of Full USPTO retrosynthesis dataset with 1.9M reactions from patents (1976-2016). Predict the reactants needed to synthesize the given product. (1) Given the product [Cl:1][C:2]1[C:3]2[C:10]([CH:11]=[O:20])=[CH:9][NH:8][C:4]=2[N:5]=[CH:6][N:7]=1, predict the reactants needed to synthesize it. The reactants are: [Cl:1][C:2]1[C:3]2[C:10]([CH3:11])=[CH:9][NH:8][C:4]=2[N:5]=[CH:6][N:7]=1.[Li]CCCC.CN(C)C=[O:20]. (2) The reactants are: [C:1]1([C:27]2[CH:32]=[CH:31][CH:30]=[CH:29][CH:28]=2)[CH:6]=[CH:5][C:4]([C:7]([N:9]2[CH2:14][CH2:13][N:12]([C:15]3[C:16]4[CH:24]=[C:23]([CH2:25][CH3:26])[S:22][C:17]=4[N:18]=[C:19](Cl)[N:20]=3)[CH2:11][CH2:10]2)=[O:8])=[CH:3][CH:2]=1.[CH2:33]([O:35][CH:36]([O:40][CH2:41][CH3:42])[CH2:37][CH2:38][NH2:39])[CH3:34]. Given the product [C:1]1([C:27]2[CH:32]=[CH:31][CH:30]=[CH:29][CH:28]=2)[CH:6]=[CH:5][C:4]([C:7]([N:9]2[CH2:14][CH2:13][N:12]([C:15]3[C:16]4[CH:24]=[C:23]([CH2:25][CH3:26])[S:22][C:17]=4[N:18]=[C:19]([NH:39][CH2:38][CH2:37][CH:36]([O:40][CH2:41][CH3:42])[O:35][CH2:33][CH3:34])[N:20]=3)[CH2:11][CH2:10]2)=[O:8])=[CH:3][CH:2]=1, predict the reactants needed to synthesize it. (3) Given the product [Cl:1][C:2]1[N:7]=[C:6]([C:8]([NH2:19])=[O:9])[C:5]([N:13]2[CH2:18][CH2:17][O:16][CH2:15][CH2:14]2)=[CH:4][N:3]=1, predict the reactants needed to synthesize it. The reactants are: [Cl:1][C:2]1[N:7]=[C:6]([C:8](OCC)=[O:9])[C:5]([N:13]2[CH2:18][CH2:17][O:16][CH2:15][CH2:14]2)=[CH:4][N:3]=1.[NH3:19]. (4) Given the product [F:22][C:19]1[CH:20]=[CH:21][C:16]([C:3]2[C:2]([N:26]3[CH2:27][CH2:28][CH2:29][CH:24]([CH3:23])[CH2:25]3)=[N:11][C:10]3[C:5](=[CH:6][CH:7]=[C:8]([C:12]([OH:14])=[O:13])[CH:9]=3)[N:4]=2)=[CH:17][CH:18]=1, predict the reactants needed to synthesize it. The reactants are: Cl[C:2]1[C:3]([C:16]2[CH:21]=[CH:20][C:19]([F:22])=[CH:18][CH:17]=2)=[N:4][C:5]2[C:10]([N:11]=1)=[CH:9][C:8]([C:12]([O:14]C)=[O:13])=[CH:7][CH:6]=2.[CH3:23][CH:24]1[CH2:29][CH2:28][CH2:27][NH:26][CH2:25]1. (5) The reactants are: [N:1]1([C:6]2[CH:11]=[CH:10][C:9]([C:12]3[CH:13]=[C:14]([N+:33]([O-])=O)[C:15]([NH:18][CH:19]4[CH2:24][CH2:23][N:22]([C:25]5[N:30]=[CH:29][C:28]([CH2:31][CH3:32])=[CH:27][N:26]=5)[CH2:21][CH2:20]4)=[N:16][CH:17]=3)=[CH:8][CH:7]=2)[CH:5]=[N:4][N:3]=[N:2]1.[N:36]([O-])=O.[Na+]. Given the product [N:1]1([C:6]2[CH:11]=[CH:10][C:9]([C:12]3[CH:13]=[C:14]4[N:33]=[N:36][N:18]([CH:19]5[CH2:24][CH2:23][N:22]([C:25]6[N:30]=[CH:29][C:28]([CH2:31][CH3:32])=[CH:27][N:26]=6)[CH2:21][CH2:20]5)[C:15]4=[N:16][CH:17]=3)=[CH:8][CH:7]=2)[CH:5]=[N:4][N:3]=[N:2]1, predict the reactants needed to synthesize it. (6) Given the product [F:27][C:28]1[CH:33]=[CH:32][C:31]([F:34])=[CH:30][C:29]=1[C:10]1[CH2:9][N:8]([C:20]([O:22][C:23]([CH3:24])([CH3:25])[CH3:26])=[O:21])[C@H:7]([C:1]2[CH:2]=[CH:3][CH:4]=[CH:5][CH:6]=2)[CH:11]=1, predict the reactants needed to synthesize it. The reactants are: [C:1]1([C@@H:7]2[CH:11]=[C:10](OS(C(F)(F)F)(=O)=O)[CH2:9][N:8]2[C:20]([O:22][C:23]([CH3:26])([CH3:25])[CH3:24])=[O:21])[CH:6]=[CH:5][CH:4]=[CH:3][CH:2]=1.[F:27][C:28]1[CH:33]=[CH:32][C:31]([F:34])=[CH:30][C:29]=1B(O)O.C([O-])([O-])=O.[Na+].[Na+].[Li+].[Cl-]. (7) The reactants are: C[O:2][C:3]([C@@H:5]1[CH2:14][C:13]2[CH:12]=[C:11]3[O:15][CH2:16][C@H:17]([C:19]4[CH:24]=[CH:23][C:22]([OH:25])=[CH:21][CH:20]=4)[O:18][C:10]3=[CH:9][C:8]=2[CH2:7][N:6]1[C@H:26]([C:29]1[CH:34]=[CH:33][CH:32]=[CH:31][CH:30]=1)[CH2:27][CH3:28])=[O:4].[Cl:35][C:36]1[CH:37]=[C:38]([CH:41]=[CH:42][CH:43]=1)[CH2:39]Br. Given the product [Cl:35][C:36]1[CH:37]=[C:38]([CH:41]=[CH:42][CH:43]=1)[CH2:39][O:25][C:22]1[CH:23]=[CH:24][C:19]([C@H:17]2[CH2:16][O:15][C:11]3=[CH:12][C:13]4[CH2:14][C@@H:5]([C:3]([OH:2])=[O:4])[N:6]([C@H:26]([C:29]5[CH:34]=[CH:33][CH:32]=[CH:31][CH:30]=5)[CH2:27][CH3:28])[CH2:7][C:8]=4[CH:9]=[C:10]3[O:18]2)=[CH:20][CH:21]=1, predict the reactants needed to synthesize it. (8) The reactants are: [CH3:1][NH:2][C@@H:3]1[C:11]2[C:6](=[CH:7][CH:8]=[CH:9][CH:10]=2)[CH2:5][CH2:4]1.C(NS(=O)(=O)[O:33][CH2:34][C@@H:35]1[C@@H:42]2[C@@H:38]([O:39][C:40]([CH3:44])([CH3:43])[O:41]2)[C@H:37]([N:45]2[CH:53]=[N:52][C:51]3[C:46]2=[N:47][CH:48]=[N:49][C:50]=3Cl)[O:36]1)(C1C=CC=CC=1)(C1C=CC=CC=1)C1C=CC=CC=1.CCN(C(C)C)C(C)C. Given the product [C@@H:3]1([N:2]([CH3:1])[C:50]2[N:49]=[CH:48][N:47]=[C:46]3[C:51]=2[N:52]=[CH:53][N:45]3[C@H:37]2[C@@H:38]3[O:39][C:40]([CH3:44])([CH3:43])[O:41][C@@H:42]3[C@@H:35]([CH2:34][OH:33])[O:36]2)[C:11]2[C:6](=[CH:7][CH:8]=[CH:9][CH:10]=2)[CH2:5][CH2:4]1, predict the reactants needed to synthesize it.